This data is from Reaction yield outcomes from USPTO patents with 853,638 reactions. The task is: Predict the reaction yield, written as a fraction of the theoretical maximum amount of product (1.0 means a 100% yield; for example, 0.34 means a 34% yield). (1) The reactants are [O:1]([C:3]1[CH:4]=[C:5]([C:9]2[N:18]=[C:17]([C:19](O)=[O:20])[C:16]3[C:11](=[CH:12][CH:13]=[CH:14][CH:15]=3)[N:10]=2)[CH:6]=[CH:7][CH:8]=1)[CH3:2].Cl.[CH3:23][O:24][C:25]1[C:34]([O:35][CH3:36])=[CH:33][CH:32]=[C:31]2[C:26]=1[CH2:27][CH2:28][NH:29][CH2:30]2. No catalyst specified. The product is [O:1]([C:3]1[CH:4]=[C:5]([C:9]2[N:18]=[C:17]([C:19]([N:29]3[CH2:28][CH2:27][C:26]4[C:31](=[CH:32][CH:33]=[C:34]([O:35][CH3:36])[C:25]=4[O:24][CH3:23])[CH2:30]3)=[O:20])[C:16]3[C:11](=[CH:12][CH:13]=[CH:14][CH:15]=3)[N:10]=2)[CH:6]=[CH:7][CH:8]=1)[CH3:2]. The yield is 0.110. (2) The reactants are [O:1]1[CH2:3][CH:2]1[CH2:4][NH:5][C:6](=[O:12])[O:7][C:8]([CH3:11])([CH3:10])[CH3:9].[N-]=[N+]=[N-].[Na+].[N:17]1[CH:22]=[CH:21][CH:20]=[CH:19][C:18]=1[S:23](Cl)(=[O:25])=[O:24].C([N:30](CC)C(C)C)(C)C. The catalyst is CN(C)C=O.ClCCl. The product is [OH:1][CH:2]([CH2:3][NH:30][S:23]([C:18]1[CH:19]=[CH:20][CH:21]=[CH:22][N:17]=1)(=[O:25])=[O:24])[CH2:4][NH:5][C:6](=[O:12])[O:7][C:8]([CH3:11])([CH3:10])[CH3:9]. The yield is 0.00900. (3) The reactants are [CH3:1][C@:2]12[C@@:19]3([CH3:20])[CH:10]([C@:11]4([CH3:31])[C@@H:16]([CH2:17][CH2:18]3)[C:15]([CH3:22])([CH3:21])[C:14](OS(C(F)(F)F)(=O)=O)=[CH:13][CH2:12]4)[CH2:9][CH2:8][C@@H:7]1[C@H:6]1[C@H:32]([C:35]([CH3:37])=[CH2:36])[CH2:33][CH2:34][C@:5]1(C(OCC1C=CC=CC=1)=O)[CH2:4][CH2:3]2.CC1(C)C(C)(C)OB(/[CH:56]=[CH:57]/[C:58]([O:60][CH2:61][CH3:62])=[O:59])O1.[C:64](=[O:67])([O-:66])[O-].[Na+].[Na+]. The catalyst is COCCOC.O.C1C=CC([P]([Pd]([P](C2C=CC=CC=2)(C2C=CC=CC=2)C2C=CC=CC=2)([P](C2C=CC=CC=2)(C2C=CC=CC=2)C2C=CC=CC=2)[P](C2C=CC=CC=2)(C2C=CC=CC=2)C2C=CC=CC=2)(C2C=CC=CC=2)C2C=CC=CC=2)=CC=1. The product is [CH2:61]([O:60][C:58](=[O:59])/[CH:57]=[CH:56]/[C:14]1[C:15]([CH3:22])([CH3:21])[C@H:16]2[C@:11]([CH3:31])([CH2:12][CH:13]=1)[CH:10]1[C@:19]([CH3:20])([C@@:2]3([CH3:1])[C@H:7]([CH2:8][CH2:9]1)[C@H:6]1[C@H:32]([C:35]([CH3:37])=[CH2:36])[CH2:33][CH2:34][C@:5]1([C:64]([O:66][CH2:1][C:2]1[CH:7]=[CH:6][CH:5]=[CH:4][CH:3]=1)=[O:67])[CH2:4][CH2:3]3)[CH2:18][CH2:17]2)[CH3:62]. The yield is 0.430. (4) The reactants are [C:1]([O:5][C:6]([N:8]1[CH2:12][C@@H:11]([CH3:13])[CH2:10][C@H:9]1[C:14]1[NH:15][CH:16]=[C:17]([C:19]2[CH:24]=[CH:23][C:22]([C:25]3[CH:30]=[CH:29][C:28](B4OC(C)(C)C(C)(C)O4)=[CH:27][CH:26]=3)=[CH:21][CH:20]=2)[N:18]=1)=[O:7])([CH3:4])([CH3:3])[CH3:2].I[C:41]1[CH:66]=[CH:65][C:44]2[NH:45][C:46]([C@@H:48]3[CH2:52][C@H:51]([CH3:53])[CH2:50][N:49]3[C:54](=[O:64])[C@@H:55]([NH:59][C:60](=[O:63])[O:61][CH3:62])[CH:56]([CH3:58])[CH3:57])=[N:47][C:43]=2[CH:42]=1.C(Cl)Cl.C([O-])(O)=O.[Na+]. The catalyst is CC(O)C. The product is [C:1]([O:5][C:6]([N:8]1[CH2:12][C@@H:11]([CH3:13])[CH2:10][C@H:9]1[C:14]1[NH:15][CH:16]=[C:17]([C:19]2[CH:20]=[CH:21][C:22]([C:25]3[CH:30]=[CH:29][C:28]([C:41]4[CH:66]=[CH:65][C:44]5[NH:45][C:46]([C@@H:48]6[CH2:52][C@H:51]([CH3:53])[CH2:50][N:49]6[C:54](=[O:64])[C@@H:55]([NH:59][C:60]([O:61][CH3:62])=[O:63])[CH:56]([CH3:57])[CH3:58])=[N:47][C:43]=5[CH:42]=4)=[CH:27][CH:26]=3)=[CH:23][CH:24]=2)[N:18]=1)=[O:7])([CH3:2])([CH3:3])[CH3:4]. The yield is 0.380. (5) The reactants are Br[C:2]1[CH:3]=[N:4][CH:5]=[C:6]([S:8]([CH3:11])(=[O:10])=[O:9])[CH:7]=1.[CH2:12]([O:14][C:15]([O:21][CH2:22][CH3:23])([O:18][CH2:19][CH3:20])[C:16]#[CH:17])[CH3:13].C(N(CC)CC)C. The catalyst is Cl[Pd](Cl)([P](C1C=CC=CC=1)(C1C=CC=CC=1)C1C=CC=CC=1)[P](C1C=CC=CC=1)(C1C=CC=CC=1)C1C=CC=CC=1.[Cu]I.ClCCl. The product is [CH3:11][S:8]([C:6]1[CH:5]=[N:4][CH:3]=[C:2]([C:17]#[C:16][C:15]([O:18][CH2:19][CH3:20])([O:14][CH2:12][CH3:13])[O:21][CH2:22][CH3:23])[CH:7]=1)(=[O:10])=[O:9]. The yield is 0.870. (6) The reactants are [CH3:1][N:2]([CH3:20])[CH2:3][CH2:4][CH2:5][O:6][C:7]1[CH:12]=[CH:11][C:10]([NH2:13])=[CH:9][C:8]=1[C:14]1[N:15]([CH3:19])[N:16]=[CH:17][CH:18]=1.[F:21][C:22]1[CH:27]=[CH:26][CH:25]=[CH:24][C:23]=1[N:28]=[C:29]=[O:30]. The catalyst is C(Cl)Cl. The product is [CH3:20][N:2]([CH3:1])[CH2:3][CH2:4][CH2:5][O:6][C:7]1[CH:12]=[CH:11][C:10]([NH:13][C:29]([NH:28][C:23]2[CH:24]=[CH:25][CH:26]=[CH:27][C:22]=2[F:21])=[O:30])=[CH:9][C:8]=1[C:14]1[N:15]([CH3:19])[N:16]=[CH:17][CH:18]=1. The yield is 0.910. (7) The reactants are [NH:1]([C:3]1[CH:4]=[C:5]([CH:8]=[CH:9][CH:10]=1)[CH2:6][OH:7])N.[CH3:11][CH:12]([CH3:16])[C:13](=O)[CH3:14].OS(O)(=O)=O. The catalyst is CCO. The product is [OH:7][CH2:6][C:5]1[CH:8]=[CH:9][CH:10]=[C:3]2[C:4]=1[C:12]([CH3:16])([CH3:11])[C:13]([CH3:14])=[N:1]2. The yield is 0.0300.